This data is from Full USPTO retrosynthesis dataset with 1.9M reactions from patents (1976-2016). The task is: Predict the reactants needed to synthesize the given product. (1) Given the product [CH:13]1([C:16]([N:18]2[CH2:22][CH2:21][C@@H:20]([CH2:23][NH:24][C:2]3[C:7]([N+:8]([O-:10])=[O:9])=[CH:6][CH:5]=[C:4]([O:11][CH3:12])[N:3]=3)[CH2:19]2)=[O:17])[CH2:14][CH2:15]1, predict the reactants needed to synthesize it. The reactants are: Cl[C:2]1[C:7]([N+:8]([O-:10])=[O:9])=[CH:6][CH:5]=[C:4]([O:11][CH3:12])[N:3]=1.[CH:13]1([C:16]([N:18]2[CH2:22][CH2:21][C@@H:20]([CH2:23][NH2:24])[CH2:19]2)=[O:17])[CH2:15][CH2:14]1. (2) Given the product [CH3:24][O:25][C:26]([C:28]1[N:29]=[C:30]([CH2:33][C:34]2[CH:39]=[CH:38][CH:37]=[C:36]([C:40]3([CH3:45])[O:44][CH2:43][CH2:42][O:41]3)[CH:35]=2)[O:31][CH:32]=1)=[O:27], predict the reactants needed to synthesize it. The reactants are: N#N.C1N2CN3CN(C2)CN1C3.C1CCN2C(=NCCC2)CC1.[CH3:24][O:25][C:26]([CH:28]1[CH2:32][O:31][C:30]([CH2:33][C:34]2[CH:39]=[CH:38][CH:37]=[C:36]([C:40]3([CH3:45])[O:44][CH2:43][CH2:42][O:41]3)[CH:35]=2)=[N:29]1)=[O:27]. (3) Given the product [F:36][C:35]([F:38])([F:37])[C:27]1[CH:26]=[C:25]([C@H:22]2[O:21][C:20](=[O:39])[N:19]([CH2:18][C:9]3[CH:10]=[C:11]([C:14]([F:15])([F:17])[F:16])[CH:12]=[CH:13][C:8]=3[C:6]3[CH:7]=[C:2]([S:45][CH3:44])[CH:3]=[CH:4][C:5]=3[O:40][CH3:41])[C@H:23]2[CH3:24])[CH:30]=[C:29]([C:31]([F:32])([F:33])[F:34])[CH:28]=1, predict the reactants needed to synthesize it. The reactants are: N[C:2]1[CH:3]=[CH:4][C:5]([O:40][CH3:41])=[C:6]([C:8]2[CH:13]=[CH:12][C:11]([C:14]([F:17])([F:16])[F:15])=[CH:10][C:9]=2[CH2:18][N:19]2[C@@H:23]([CH3:24])[C@@H:22]([C:25]3[CH:30]=[C:29]([C:31]([F:34])([F:33])[F:32])[CH:28]=[C:27]([C:35]([F:38])([F:37])[F:36])[CH:26]=3)[O:21][C:20]2=[O:39])[CH:7]=1.N#N.[CH3:44][S:45]SC.N(OC(C)(C)C)=O.